From a dataset of Retrosynthesis with 50K atom-mapped reactions and 10 reaction types from USPTO. Predict the reactants needed to synthesize the given product. (1) Given the product COC(=O)/C=C/c1cnc2ccccc2c1, predict the reactants needed to synthesize it. The reactants are: Brc1cnc2ccccc2c1.C=CC(=O)OC. (2) Given the product N#Cc1ccc(Cl)c(NC(=O)c2cc(Cl)ccc2O)c1, predict the reactants needed to synthesize it. The reactants are: N#Cc1ccc(Cl)c(N)c1.O=C(O)c1cc(Cl)ccc1O. (3) Given the product OCc1cc(F)nc(F)c1, predict the reactants needed to synthesize it. The reactants are: O=C(O)c1cc(F)nc(F)c1. (4) Given the product CCc1nc2c(C)cc(C)nc2n1C(C)c1ccc2c(c1)CCc1ccccc1/C2=C\C#N, predict the reactants needed to synthesize it. The reactants are: CC(O)c1ccc2c(c1)CCc1ccccc1/C2=C\C#N.CCc1nc2c(C)cc(C)nc2[nH]1. (5) Given the product COc1ccc(Oc2c(Cl)cc(CO)cc2Cl)cc1, predict the reactants needed to synthesize it. The reactants are: COc1ccc(B(O)O)cc1.OCc1cc(Cl)c(O)c(Cl)c1. (6) Given the product O=C(OC1CCC1)[C@]12Cc3cnn(-c4ccc(F)cc4)c3C=C1CCN(S(=O)(=O)c1ccc(N3CCOCC3)nc1)C2, predict the reactants needed to synthesize it. The reactants are: O=C(Cl)[C@]12Cc3cnn(-c4ccc(F)cc4)c3C=C1CCN(S(=O)(=O)c1ccc(N3CCOCC3)nc1)C2.OC1CCC1. (7) Given the product COc1ccc(F)cc1-c1c(F)cnc2[nH]c(C3=CC4CN(CC(=O)N(C)C)CC4C3)cc12, predict the reactants needed to synthesize it. The reactants are: CN(C)C(=O)CCl.COc1ccc(F)cc1-c1c(F)cnc2[nH]c(C3=CC4CNCC4C3)cc12.